From a dataset of Forward reaction prediction with 1.9M reactions from USPTO patents (1976-2016). Predict the product of the given reaction. (1) Given the reactants CC1(C)[O:7][CH2:6][CH:5]([CH2:8][CH2:9][N:10]2[CH:17]=[CH:16][C:14](=[O:15])[NH:13][C:11]2=[O:12])[CH2:4][O:3]1.[OH-].[Na+], predict the reaction product. The product is: [OH:3][CH2:4][CH:5]([CH2:6][OH:7])[CH2:8][CH2:9][N:10]1[CH:17]=[CH:16][C:14](=[O:15])[NH:13][C:11]1=[O:12]. (2) Given the reactants [NH2:1][C:2]1[C:3](=[O:13])[O:4][C:5]2[C:10]([CH:11]=1)=[CH:9][C:8]([NH2:12])=[CH:7][CH:6]=2.[C:14]1(=[O:20])O[C:17](=[O:18])[CH:16]=[CH:15]1.C(O[C:25](=[O:27])[CH3:26])(=O)C.[C:28]([O-])(=[O:30])[CH3:29].[Na+], predict the reaction product. The product is: [C:28]1(=[O:30])[N:1]([C:2]2[C:3](=[O:13])[O:4][C:5]3[C:10]([CH:11]=2)=[CH:9][C:8]([N:12]2[C:14](=[O:20])[CH:15]=[CH:16][C:17]2=[O:18])=[CH:7][CH:6]=3)[C:25](=[O:27])[CH:26]=[CH:29]1. (3) The product is: [NH2:23][CH2:22][CH2:21][N:18]1[CH2:17][CH2:16][N:15]([C:11]2[C:10]3[N:9]([N:8]=[C:7]([NH:6][C:5]4[CH:35]=[C:36]([O:38][CH3:39])[CH:37]=[C:3]([O:2][CH3:1])[CH:4]=4)[N:34]=3)[CH:14]=[CH:13][N:12]=2)[CH2:20][CH2:19]1. Given the reactants [CH3:1][O:2][C:3]1[CH:4]=[C:5]([CH:35]=[C:36]([O:38][CH3:39])[CH:37]=1)[NH:6][C:7]1[N:34]=[C:10]2[C:11]([N:15]3[CH2:20][CH2:19][N:18]([CH2:21][CH2:22][N:23]4C(=O)C5C(=CC=CC=5)C4=O)[CH2:17][CH2:16]3)=[N:12][CH:13]=[CH:14][N:9]2[N:8]=1.NN, predict the reaction product. (4) The product is: [NH:1]1[C:9]2[C:4](=[CH:5][CH:6]=[CH:7][CH:8]=2)[C:3]([C:10]2[N:11]=[N:12][N:13]([C:15]3[CH:16]=[CH:17][C:18]([CH:21]4[CH2:26][CH2:25][N:24]([C:27]([O:29][C:30]([CH3:33])([CH3:32])[CH3:31])=[O:28])[CH2:23][CH2:22]4)=[CH:19][CH:20]=3)[CH:14]=2)=[N:2]1. Given the reactants [NH:1]1[C:9]2[C:4](=[CH:5][CH:6]=[CH:7][CH:8]=2)[C:3]([C:10]2[N:11]=[N:12][N:13]([C:15]3[CH:20]=[CH:19][C:18]([C:21]4[CH2:22][CH2:23][N:24]([C:27]([O:29][C:30]([CH3:33])([CH3:32])[CH3:31])=[O:28])[CH2:25][CH:26]=4)=[CH:17][CH:16]=3)[CH:14]=2)=[N:2]1.C([O-])=O.[NH4+], predict the reaction product. (5) The product is: [Cl:1][C:2]1[CH:3]=[CH:4][C:5]([CH:8]([CH3:11])[CH2:9][NH:10][C:13]2[CH:18]=[C:17]([C:19]3[CH:24]=[CH:23][CH:22]=[C:21]([CH3:25])[C:20]=3[CH3:26])[N:16]=[C:15]([NH2:27])[N:14]=2)=[CH:6][CH:7]=1. Given the reactants [Cl:1][C:2]1[CH:7]=[CH:6][C:5]([CH:8]([CH3:11])[CH2:9][NH2:10])=[CH:4][CH:3]=1.Cl[C:13]1[CH:18]=[C:17]([C:19]2[CH:24]=[CH:23][CH:22]=[C:21]([CH3:25])[C:20]=2[CH3:26])[N:16]=[C:15]([NH2:27])[N:14]=1, predict the reaction product.